Dataset: Reaction yield outcomes from USPTO patents with 853,638 reactions. Task: Predict the reaction yield, written as a fraction of the theoretical maximum amount of product (1.0 means a 100% yield; for example, 0.34 means a 34% yield). (1) The reactants are [F:1][C:2]1[CH:7]=[CH:6][C:5]([F:8])=[CH:4][C:3]=1[O:9][C:10]1[CH:15]=[CH:14][C:13](I)=[CH:12][CH:11]=1.[CH3:17][C:18]1([CH3:34])[C:22]([CH3:24])([CH3:23])[O:21][B:20]([B:20]2[O:21][C:22]([CH3:24])([CH3:23])[C:18]([CH3:34])([CH3:17])[O:19]2)[O:19]1.C([O-])(=O)C.[K+]. The catalyst is CN(C)C=O.O.CC([O-])=O.CC([O-])=O.[Pd+2]. The product is [F:1][C:2]1[CH:7]=[CH:6][C:5]([F:8])=[CH:4][C:3]=1[O:9][C:10]1[CH:15]=[CH:14][C:13]([B:20]2[O:21][C:22]([CH3:24])([CH3:23])[C:18]([CH3:34])([CH3:17])[O:19]2)=[CH:12][CH:11]=1. The yield is 0.750. (2) The reactants are P(Br)(Br)([Br:3])=O.O[C:7]1[C:12]([N+:13]([O-:15])=[O:14])=[CH:11][C:10]([CH3:16])=[CH:9][N:8]=1. The catalyst is CN(C=O)C. The product is [Br:3][C:7]1[C:12]([N+:13]([O-:15])=[O:14])=[CH:11][C:10]([CH3:16])=[CH:9][N:8]=1. The yield is 0.860. (3) The reactants are [OH-].[Li+].C[O:4][C:5]([C:7]1[N:8]=[C:9]([CH2:15][CH:16]([C:23]2[CH:28]=[CH:27][CH:26]=[CH:25][CH:24]=2)[C:17]2[CH:22]=[CH:21][CH:20]=[CH:19][CH:18]=2)[NH:10][C:11](=[O:14])[C:12]=1[OH:13])=[O:6]. The catalyst is O.C1COCC1. The product is [C:23]1([CH:16]([C:17]2[CH:22]=[CH:21][CH:20]=[CH:19][CH:18]=2)[CH2:15][C:9]2[NH:10][C:11](=[O:14])[C:12]([OH:13])=[C:7]([C:5]([OH:6])=[O:4])[N:8]=2)[CH:24]=[CH:25][CH:26]=[CH:27][CH:28]=1. The yield is 0.150.